The task is: Predict the product of the given reaction.. This data is from Forward reaction prediction with 1.9M reactions from USPTO patents (1976-2016). (1) Given the reactants [Cl:1][C:2]1[CH:3]=[CH:4][C:5]2[C:11]3[N:12]=[C:13](I)[N:14]=[CH:15][C:10]=3[CH2:9][N:8]=[C:7]([C:17]3[C:22]([F:23])=[CH:21][CH:20]=[CH:19][C:18]=3[F:24])[C:6]=2[CH:25]=1.[NH2:26][C:27]1[O:28][C:29]([C:32]([O:34][CH2:35][CH3:36])=[O:33])=[CH:30][N:31]=1.CC1(C)C2C(=C(P(C3C=CC=CC=3)C3C=CC=CC=3)C=CC=2)OC2C(P(C3C=CC=CC=3)C3C=CC=CC=3)=CC=CC1=2.[O-]P([O-])([O-])=O.[K+].[K+].[K+], predict the reaction product. The product is: [CH2:35]([O:34][C:32]([C:29]1[O:28][C:27]([NH:26][C:13]2[N:14]=[CH:15][C:10]3[CH2:9][N:8]=[C:7]([C:17]4[C:22]([F:23])=[CH:21][CH:20]=[CH:19][C:18]=4[F:24])[C:6]4[CH:25]=[C:2]([Cl:1])[CH:3]=[CH:4][C:5]=4[C:11]=3[N:12]=2)=[N:31][CH:30]=1)=[O:33])[CH3:36]. (2) Given the reactants [CH3:1][N:2]1[CH2:7][CH2:6][N:5]([C:8]2[CH:14]=[CH:13][C:11]([NH2:12])=[CH:10][CH:9]=2)[CH2:4][CH2:3]1.Cl[C:16]1[C:17]2[C:22]([N:23]=[C:24]3[C:29]=1[CH:28]=[CH:27][CH:26]=[CH:25]3)=[CH:21][CH:20]=[CH:19][CH:18]=2, predict the reaction product. The product is: [CH:18]1[C:17]2[C:22](=[N:23][C:24]3[C:29]([C:16]=2[NH:12][C:11]2[CH:13]=[CH:14][C:8]([N:5]4[CH2:4][CH2:3][N:2]([CH3:1])[CH2:7][CH2:6]4)=[CH:9][CH:10]=2)=[CH:28][CH:27]=[CH:26][CH:25]=3)[CH:21]=[CH:20][CH:19]=1. (3) Given the reactants [F:1][C:2]1[CH:10]=[CH:9][CH:8]=[C:7]2[C:3]=1[CH:4]=[CH:5][N:6]2[S:11]([C:14]1[CH:20]=[CH:19][C:17]([CH3:18])=[CH:16][CH:15]=1)(=[O:13])=[O:12].[Br:21]Br, predict the reaction product. The product is: [Br:21][C:4]1[C:3]2[C:7](=[CH:8][CH:9]=[CH:10][C:2]=2[F:1])[N:6]([S:11]([C:14]2[CH:20]=[CH:19][C:17]([CH3:18])=[CH:16][CH:15]=2)(=[O:13])=[O:12])[CH:5]=1. (4) Given the reactants S(Cl)(C)(=O)=O.[C:6]([N:9]1[CH2:14][CH2:13][C:12](O)([Sn:15]([CH2:24][CH2:25][CH2:26][CH3:27])([CH2:20][CH2:21][CH2:22][CH3:23])[CH2:16][CH2:17][CH2:18][CH3:19])[CH2:11][CH2:10]1)(=[O:8])[CH3:7].C(N(CC)CC)C.[Na+].[Cl-], predict the reaction product. The product is: [C:6]([N:9]1[CH2:10][CH:11]=[C:12]([Sn:15]([CH2:24][CH2:25][CH2:26][CH3:27])([CH2:16][CH2:17][CH2:18][CH3:19])[CH2:20][CH2:21][CH2:22][CH3:23])[CH2:13][CH2:14]1)(=[O:8])[CH3:7]. (5) Given the reactants FC(F)(F)C(O)=O.[NH2:8][C:9]1[C:14]([C:15]([OH:17])=[O:16])=[C:13]([Cl:18])[N:12]=[C:11]([Cl:19])[C:10]=1[C:20]([O:22]C(C)(C)C)=[O:21], predict the reaction product. The product is: [NH2:8][C:9]1[C:14]([C:15]([OH:17])=[O:16])=[C:13]([Cl:18])[N:12]=[C:11]([Cl:19])[C:10]=1[C:20]([OH:22])=[O:21]. (6) Given the reactants Br[C:2]1[CH:3]=[CH:4][C:5]2[NH:11][C:10](=[O:12])[CH2:9][O:8][C:7]([CH2:18][CH3:19])([C:13]3[S:14][CH:15]=[CH:16][CH:17]=3)[C:6]=2[CH:20]=1.Br[C:22]1[S:26][C:25]([C:27]#[N:28])=[CH:24][C:23]=1[CH3:29], predict the reaction product. The product is: [CH2:18]([C:7]1([C:13]2[S:14][CH:15]=[CH:16][CH:17]=2)[C:6]2[CH:20]=[C:2]([C:22]3[S:26][C:25]([C:27]#[N:28])=[CH:24][C:23]=3[CH3:29])[CH:3]=[CH:4][C:5]=2[NH:11][C:10](=[O:12])[CH2:9][O:8]1)[CH3:19]. (7) The product is: [CH3:1][O:2][C:3](=[O:63])[C@@H:4]([NH:20][C:21]([CH:23]1[CH2:32][C:31]2[CH:30]=[C:29]3[O:33][CH2:34][C@H:35]([C:37]4[CH:38]=[CH:39][C:40]([O:43][CH2:44][C:45]5[CH:50]=[CH:49][C:48]([Cl:51])=[C:47]([Cl:52])[CH:46]=5)=[CH:41][CH:42]=4)[O:36][C:28]3=[CH:27][C:26]=2[CH2:25][N:24]1[S:53]([C:56]1[S:60][C:59]([NH:61][C:64](=[O:68])[CH:65]([CH3:67])[CH3:66])=[N:58][C:57]=1[CH3:62])(=[O:55])=[O:54])=[O:22])[CH2:5][C:6]1[CH:7]=[CH:8][C:9]([C:12]2[CH:17]=[CH:16][C:15]([C:18]#[N:19])=[CH:14][CH:13]=2)=[CH:10][CH:11]=1. Given the reactants [CH3:1][O:2][C:3](=[O:63])[C@@H:4]([NH:20][C:21]([CH:23]1[CH2:32][C:31]2[CH:30]=[C:29]3[O:33][CH2:34][C@H:35]([C:37]4[CH:42]=[CH:41][C:40]([O:43][CH2:44][C:45]5[CH:50]=[CH:49][C:48]([Cl:51])=[C:47]([Cl:52])[CH:46]=5)=[CH:39][CH:38]=4)[O:36][C:28]3=[CH:27][C:26]=2[CH2:25][N:24]1[S:53]([C:56]1[S:60][C:59]([NH2:61])=[N:58][C:57]=1[CH3:62])(=[O:55])=[O:54])=[O:22])[CH2:5][C:6]1[CH:11]=[CH:10][C:9]([C:12]2[CH:17]=[CH:16][C:15]([C:18]#[N:19])=[CH:14][CH:13]=2)=[CH:8][CH:7]=1.[C:64](Cl)(=[O:68])[CH:65]([CH3:67])[CH3:66], predict the reaction product. (8) Given the reactants [OH:1][C:2]1[CH:7]=[CH:6][C:5]([CH2:8][CH2:9][C:10]([O:12][CH2:13][CH3:14])=[O:11])=[C:4]([CH3:15])[C:3]=1[CH3:16].[CH2:17]([C:19]1[O:20][C:21]2[C:27]([CH2:28]O)=[CH:26][C:25]([F:30])=[CH:24][C:22]=2[CH:23]=1)[CH3:18].C1(P(C2C=CC=CC=2)C2C=CC=CC=2)C=CC=CC=1.N(C(OCC)=O)=NC(OCC)=O, predict the reaction product. The product is: [CH2:17]([C:19]1[O:20][C:21]2[C:27]([CH2:28][O:1][C:2]3[CH:7]=[CH:6][C:5]([CH2:8][CH2:9][C:10]([O:12][CH2:13][CH3:14])=[O:11])=[C:4]([CH3:15])[C:3]=3[CH3:16])=[CH:26][C:25]([F:30])=[CH:24][C:22]=2[CH:23]=1)[CH3:18]. (9) Given the reactants [N:1]1([CH2:7][CH2:8][CH2:9][OH:10])[CH2:6][CH2:5][CH2:4][CH2:3][CH2:2]1.[H-].[Na+].[CH2:13]([O:20][C:21]1[CH:26]=[CH:25][C:24]([C:27]2[CH:32]=[C:31](Cl)[N:30]=[N:29][C:28]=2[CH2:34][CH2:35][CH2:36][CH3:37])=[CH:23][CH:22]=1)[C:14]1[CH:19]=[CH:18][CH:17]=[CH:16][CH:15]=1.O, predict the reaction product. The product is: [CH2:13]([O:20][C:21]1[CH:26]=[CH:25][C:24]([C:27]2[CH:32]=[C:31]([O:10][CH2:9][CH2:8][CH2:7][N:1]3[CH2:6][CH2:5][CH2:4][CH2:3][CH2:2]3)[N:30]=[N:29][C:28]=2[CH2:34][CH2:35][CH2:36][CH3:37])=[CH:23][CH:22]=1)[C:14]1[CH:15]=[CH:16][CH:17]=[CH:18][CH:19]=1. (10) Given the reactants [CH2:1]([N:3]([CH2:21][CH3:22])[CH:4]=[CH:5][C:6]([O:8][C:9]1[CH:14]=[CH:13][C:12]([C:15]2[CH:20]=[CH:19][CH:18]=[CH:17][CH:16]=2)=[CH:11][CH:10]=1)=[O:7])[CH3:2].N1CC[CH:26]([CH2:29][OH:30])CC1.C(OC1C=CC(C2C=CC=CC=2)=CC=1)(=O)C#C, predict the reaction product. The product is: [OH:30][CH2:29][CH:26]1[CH2:2][CH2:1][N:3](/[CH:4]=[CH:5]/[C:6]([O:8][C:9]2[CH:10]=[CH:11][C:12]([C:15]3[CH:16]=[CH:17][CH:18]=[CH:19][CH:20]=3)=[CH:13][CH:14]=2)=[O:7])[CH2:21][CH2:22]1.